From a dataset of Forward reaction prediction with 1.9M reactions from USPTO patents (1976-2016). Predict the product of the given reaction. (1) Given the reactants CCOC(/N=N/C(OCC)=O)=O.[CH2:13]([N:20]1[C@@H:25]2[C@H:26]([C:28]3[NH:32][N:31]=[N:30][N:29]=3)[CH2:27][C@@:21]1([C:49]1[CH:54]=[CH:53][CH:52]=[CH:51][CH:50]=1)[C@H:22]([O:33][CH2:34][C:35]1[CH:40]=[C:39]([C:41]([F:44])([F:43])[F:42])[CH:38]=[C:37]([C:45]([F:48])([F:47])[F:46])[CH:36]=1)[CH2:23][CH2:24]2)[C:14]1[CH:19]=[CH:18][CH:17]=[CH:16][CH:15]=1.[C:55]([O:59][C:60]([NH:62][CH2:63][CH2:64]O)=[O:61])([CH3:58])([CH3:57])[CH3:56].C1(P(C2C=CC=CC=2)C2C=CC=CC=2)C=CC=CC=1, predict the reaction product. The product is: [CH2:13]([N:20]1[C@@H:25]2[C@H:26]([C:28]3[N:32]=[N:31][N:30]([CH2:64][CH2:63][NH:62][C:60]([O:59][C:55]([CH3:58])([CH3:57])[CH3:56])=[O:61])[N:29]=3)[CH2:27][C@@:21]1([C:49]1[CH:54]=[CH:53][CH:52]=[CH:51][CH:50]=1)[C@H:22]([O:33][CH2:34][C:35]1[CH:36]=[C:37]([C:45]([F:48])([F:47])[F:46])[CH:38]=[C:39]([C:41]([F:42])([F:43])[F:44])[CH:40]=1)[CH2:23][CH2:24]2)[C:14]1[CH:19]=[CH:18][CH:17]=[CH:16][CH:15]=1. (2) Given the reactants [CH3:1][S:2](Cl)(=[O:4])=[O:3].CCN(CC)CC.[CH3:13][O:14][C:15]1[CH:29]=[C:28]([O:30][CH3:31])[CH:27]=[CH:26][C:16]=1[CH2:17][N:18]1[CH2:22][CH:21]([CH2:23][OH:24])[CH2:20][C:19]1=[O:25], predict the reaction product. The product is: [CH3:1][S:2]([O:24][CH2:23][CH:21]1[CH2:20][C:19](=[O:25])[N:18]([CH2:17][C:16]2[CH:26]=[CH:27][C:28]([O:30][CH3:31])=[CH:29][C:15]=2[O:14][CH3:13])[CH2:22]1)(=[O:4])=[O:3]. (3) Given the reactants Cl[C:2]1[CH:7]=[C:6]([CH2:8][NH:9][C:10]([NH2:26])=[N:11][C:12](=[O:25])[CH2:13][C:14]2[C:22]3[C:17](=[CH:18][CH:19]=[C:20](OC)[CH:21]=3)[NH:16][CH:15]=2)[CH:5]=[C:4](Cl)[C:3]=1[NH:28][C:29](=O)[CH3:30].[Br:32]C1C=C2C(=CC=1)NC=C2CC(O)=O.COC1C=C2[C:54](=CC=1)[NH:53][CH:52]=[C:51]2CC(N(C(SC)=N)C(=O)OC(C)(C)C)=O.CN1CCN(C2C=CC(CN)=CC=2)CC1, predict the reaction product. The product is: [Br:32][C:20]1[CH:21]=[C:22]2[C:17](=[CH:18][CH:19]=1)[NH:16][CH:15]=[C:14]2[CH2:13][C:12]([NH:11][C:10]([NH:9][CH2:8][C:6]1[CH:5]=[CH:4][C:3]([N:28]2[CH2:51][CH2:52][N:53]([CH3:54])[CH2:30][CH2:29]2)=[CH:2][CH:7]=1)=[NH:26])=[O:25]. (4) The product is: [CH3:1][N:2]1[S:3](=[O:5])(=[O:4])[NH:7][C:8]2[C:17]3[C:12](=[CH:13][CH:14]=[CH:15][N:16]=3)[CH:11]=[CH:10][C:9]=2[CH:18]1[C:20]1[CH:25]=[CH:24][CH:23]=[CH:22][CH:21]=1. Given the reactants [CH3:1][NH:2][S:3](Cl)(=[O:5])=[O:4].[NH2:7][C:8]1[C:9]([CH:18]([C:20]2[CH:25]=[CH:24][CH:23]=[CH:22][CH:21]=2)O)=[CH:10][CH:11]=[C:12]2[C:17]=1[N:16]=[CH:15][CH:14]=[CH:13]2, predict the reaction product.